From a dataset of NCI-60 drug combinations with 297,098 pairs across 59 cell lines. Regression. Given two drug SMILES strings and cell line genomic features, predict the synergy score measuring deviation from expected non-interaction effect. (1) Drug 1: CCCS(=O)(=O)NC1=C(C(=C(C=C1)F)C(=O)C2=CNC3=C2C=C(C=N3)C4=CC=C(C=C4)Cl)F. Drug 2: C1CC(=O)NC(=O)C1N2CC3=C(C2=O)C=CC=C3N. Cell line: HL-60(TB). Synergy scores: CSS=-16.8, Synergy_ZIP=-0.679, Synergy_Bliss=-15.2, Synergy_Loewe=-24.2, Synergy_HSA=-23.7. (2) Drug 1: C1CCC(C1)C(CC#N)N2C=C(C=N2)C3=C4C=CNC4=NC=N3. Drug 2: CN(C)N=NC1=C(NC=N1)C(=O)N. Cell line: BT-549. Synergy scores: CSS=-8.96, Synergy_ZIP=1.55, Synergy_Bliss=-4.54, Synergy_Loewe=-8.08, Synergy_HSA=-7.78. (3) Drug 1: C1=CC(=CC=C1CCCC(=O)O)N(CCCl)CCCl. Drug 2: CC1CCCC2(C(O2)CC(NC(=O)CC(C(C(=O)C(C1O)C)(C)C)O)C(=CC3=CSC(=N3)C)C)C. Cell line: BT-549. Synergy scores: CSS=9.85, Synergy_ZIP=-9.32, Synergy_Bliss=-5.57, Synergy_Loewe=-5.46, Synergy_HSA=-5.29. (4) Drug 1: CCC1(CC2CC(C3=C(CCN(C2)C1)C4=CC=CC=C4N3)(C5=C(C=C6C(=C5)C78CCN9C7C(C=CC9)(C(C(C8N6C=O)(C(=O)OC)O)OC(=O)C)CC)OC)C(=O)OC)O.OS(=O)(=O)O. Drug 2: C1=CN(C=N1)CC(O)(P(=O)(O)O)P(=O)(O)O. Cell line: SK-MEL-28. Synergy scores: CSS=4.45, Synergy_ZIP=-2.02, Synergy_Bliss=-2.28, Synergy_Loewe=-6.93, Synergy_HSA=-2.73. (5) Drug 1: C1=CC(=C2C(=C1NCCNCCO)C(=O)C3=C(C=CC(=C3C2=O)O)O)NCCNCCO. Drug 2: CCN(CC)CCCC(C)NC1=C2C=C(C=CC2=NC3=C1C=CC(=C3)Cl)OC. Cell line: OVCAR3. Synergy scores: CSS=38.0, Synergy_ZIP=2.10, Synergy_Bliss=4.65, Synergy_Loewe=-2.78, Synergy_HSA=6.47. (6) Drug 1: CS(=O)(=O)CCNCC1=CC=C(O1)C2=CC3=C(C=C2)N=CN=C3NC4=CC(=C(C=C4)OCC5=CC(=CC=C5)F)Cl. Drug 2: CN1C2=C(C=C(C=C2)N(CCCl)CCCl)N=C1CCCC(=O)O.Cl. Cell line: 786-0. Synergy scores: CSS=12.7, Synergy_ZIP=1.62, Synergy_Bliss=4.10, Synergy_Loewe=-4.59, Synergy_HSA=2.93.